This data is from Full USPTO retrosynthesis dataset with 1.9M reactions from patents (1976-2016). The task is: Predict the reactants needed to synthesize the given product. (1) Given the product [C:6]([CH2:7][C:8]([N:10]([CH2:16][C@:17]12[CH2:55][CH2:54][C@@H:53]([C:56]([CH3:58])=[CH2:57])[C@@H:18]1[C@@H:19]1[C@@:32]([CH3:35])([CH2:33][CH2:34]2)[C@@:31]2([CH3:36])[C@@H:22]([C@:23]3([CH3:52])[C@@H:28]([CH2:29][CH2:30]2)[C:27]([CH3:38])([CH3:37])[C:26]([C:39]2[CH:40]=[CH:41][C:42]([C:43]([OH:45])=[O:44])=[CH:50][CH:51]=2)=[CH:25][CH2:24]3)[CH2:21][CH2:20]1)[CH2:11][CH2:12][N:13]([CH3:15])[CH3:14])=[O:9])([OH:59])=[O:5], predict the reactants needed to synthesize it. The reactants are: C([O:5][C:6](=[O:59])[CH2:7][C:8]([N:10]([CH2:16][C@:17]12[CH2:55][CH2:54][C@@H:53]([C:56]([CH3:58])=[CH2:57])[C@@H:18]1[C@@H:19]1[C@@:32]([CH3:35])([CH2:33][CH2:34]2)[C@@:31]2([CH3:36])[C@@H:22]([C@:23]3([CH3:52])[C@@H:28]([CH2:29][CH2:30]2)[C:27]([CH3:38])([CH3:37])[C:26]([C:39]2[CH:51]=[CH:50][C:42]([C:43]([O:45]C(C)(C)C)=[O:44])=[CH:41][CH:40]=2)=[CH:25][CH2:24]3)[CH2:21][CH2:20]1)[CH2:11][CH2:12][N:13]([CH3:15])[CH3:14])=[O:9])(C)(C)C.C(O)(C(F)(F)F)=O. (2) Given the product [CH3:1][O:2][C:3](=[O:19])[C:4]([S:9]([C:12]1[CH:17]=[CH:16][C:15]([Cl:38])=[CH:14][CH:13]=1)(=[O:11])=[O:10])=[CH:5][O:6][CH2:7][CH3:8], predict the reactants needed to synthesize it. The reactants are: [CH3:1][O:2][C:3](=[O:19])[C:4]([S:9]([C:12]1[CH:17]=[CH:16][CH:15]=[C:14](Cl)[CH:13]=1)(=[O:11])=[O:10])=[CH:5][O:6][CH2:7][CH3:8].COC(=O)C(S(C1C=CC(F)=C([Cl:38])C=1)(=O)=O)=COCC.COC(=O)C(S(C1C=C(Cl)C=C(Cl)C=1)(=O)=O)=COCC.COC(=O)C(S(C1C=CC(F)=CC=1)(=O)=O)=COCC.COC(=O)C(S(C1C=C(F)C=C(C#N)C=1)(=O)=O)=COCC. (3) Given the product [O:30]=[S:2]1(=[O:1])[C:7]2[CH:8]=[CH:9][CH:10]=[CH:11][C:6]=2[NH:5][C:4]([C:12]2[C:13](=[O:29])[C:14]([CH3:28])([CH2:23][CH2:24][CH:25]([CH3:26])[CH3:27])[C:15]3[C:20](=[CH:19][CH:18]=[CH:17][CH:16]=3)[C:21]=2[O-:22])=[N:3]1.[Na+:32], predict the reactants needed to synthesize it. The reactants are: [O:1]=[S:2]1(=[O:30])[C:7]2[CH:8]=[CH:9][CH:10]=[CH:11][C:6]=2[NH:5][C:4]([C:12]2[C:13](=[O:29])[C:14]([CH3:28])([CH2:23][CH2:24][CH:25]([CH3:27])[CH3:26])[C:15]3[C:20]([C:21]=2[OH:22])=[CH:19][CH:18]=[CH:17][CH:16]=3)=[N:3]1.[OH-].[Na+:32]. (4) Given the product [CH:8]1([NH:11][C:12]([C:14]2[CH:19]=[C:18]([C:20]3[C:21]([C:29]([NH:31][C:32]4[S:33][CH:34]=[CH:35][N:36]=4)=[O:30])=[CH:22][C:23]([C:26]([NH:5][C@@H:3]([CH3:4])[C:2]([CH3:7])([CH3:6])[CH3:1])=[O:27])=[CH:24][CH:25]=3)[C:17]([CH3:37])=[C:16]([F:38])[CH:15]=2)=[O:13])[CH2:10][CH2:9]1, predict the reactants needed to synthesize it. The reactants are: [CH3:1][C:2]([CH3:7])([CH3:6])[C@@H:3]([NH2:5])[CH3:4].[CH:8]1([NH:11][C:12]([C:14]2[CH:15]=[C:16]([F:38])[C:17]([CH3:37])=[C:18]([C:20]3[CH:25]=[CH:24][C:23]([C:26](O)=[O:27])=[CH:22][C:21]=3[C:29]([NH:31][C:32]3[S:33][CH:34]=[CH:35][N:36]=3)=[O:30])[CH:19]=2)=[O:13])[CH2:10][CH2:9]1.Cl.CN(C)CCCN=C=NCC. (5) Given the product [CH2:28]([O:32][C:33]([N:25]1[CH2:26][CH2:27][CH:22]([O:21][C:16]2[C:17]([C:18](=[O:20])[CH3:19])=[C:12]([NH:11][C:8]3[CH:9]=[N:10][C:5]([S:2]([CH3:1])(=[O:3])=[O:4])=[CH:6][CH:7]=3)[N:13]=[CH:14][N:15]=2)[CH2:23][CH2:24]1)=[O:34])[CH:29]([CH3:31])[CH3:30], predict the reactants needed to synthesize it. The reactants are: [CH3:1][S:2]([C:5]1[N:10]=[CH:9][C:8]([NH:11][C:12]2[C:17]([C:18](=[O:20])[CH3:19])=[C:16]([O:21][CH:22]3[CH2:27][CH2:26][NH:25][CH2:24][CH2:23]3)[N:15]=[CH:14][N:13]=2)=[CH:7][CH:6]=1)(=[O:4])=[O:3].[CH2:28]([O:32][C:33](Cl)=[O:34])[CH:29]([CH3:31])[CH3:30].C(N(CC)CC)C. (6) Given the product [C:25]1([C:31]([C:32]2[CH:33]=[CH:34][CH:35]=[CH:36][CH:37]=2)([C:38]2[CH:39]=[CH:40][CH:41]=[CH:42][CH:43]=2)[N:1]2[CH:5]=[C:4](/[CH:6]=[CH:7]/[C:8]([O:10][CH2:11][CH2:12][CH2:13][CH3:14])=[O:9])[N:3]=[CH:2]2)[CH:26]=[CH:27][CH:28]=[CH:29][CH:30]=1, predict the reactants needed to synthesize it. The reactants are: [NH:1]1[CH:5]=[C:4](/[CH:6]=[CH:7]/[C:8]([O:10][CH2:11][CH2:12][CH2:13][CH3:14])=[O:9])[N:3]=[CH:2]1.C(Cl)Cl.CCN(CC)CC.[C:25]1([C:31](Cl)([C:38]2[CH:43]=[CH:42][CH:41]=[CH:40][CH:39]=2)[C:32]2[CH:37]=[CH:36][CH:35]=[CH:34][CH:33]=2)[CH:30]=[CH:29][CH:28]=[CH:27][CH:26]=1. (7) Given the product [NH2:9][C:10]1[CH:11]=[C:12]([NH:13][C:2]2[N:7]=[C:6]([NH:13][C:12]3[CH:14]=[CH:15][C:16]([CH3:17])=[C:10]([NH2:9])[CH:11]=3)[CH:5]=[CH:4][N:3]=2)[CH:14]=[CH:15][C:16]=1[CH3:17], predict the reactants needed to synthesize it. The reactants are: Cl[C:2]1[N:7]=[C:6](Cl)[CH:5]=[CH:4][N:3]=1.[NH2:9][C:10]1[CH:11]=[C:12]([CH:14]=[CH:15][C:16]=1[CH3:17])[NH2:13]. (8) Given the product [CH:1]1([CH2:4][NH:5][CH2:13][C:14]2[NH:15][C:16](=[O:24])[C:17]3[CH2:23][O:22][CH2:21][CH2:20][C:18]=3[N:19]=2)[CH2:3][CH2:2]1, predict the reactants needed to synthesize it. The reactants are: [CH:1]1([CH2:4][N:5]([CH2:13][C:14]2[NH:15][C:16](=[O:24])[C:17]3[CH2:23][O:22][CH2:21][CH2:20][C:18]=3[N:19]=2)C(=O)OC(C)(C)C)[CH2:3][CH2:2]1.C(OCC)C. (9) Given the product [F:21][C:2]1([F:1])[CH2:5][CH:4]([O:6][C:7]2[CH:12]=[CH:11][N:10]=[C:9]([CH2:13][C:14]([O:16][CH3:17])=[O:15])[CH:8]=2)[CH2:3]1, predict the reactants needed to synthesize it. The reactants are: [F:1][C:2]1([F:21])[CH2:5][CH:4]([O:6][C:7]2[CH:12]=[CH:11][N:10]=[C:9]([CH2:13][C:14]([O:16][C:17](C)(C)C)=[O:15])[CH:8]=2)[CH2:3]1.C(Cl)(=O)C.